From a dataset of Retrosynthesis with 50K atom-mapped reactions and 10 reaction types from USPTO. Predict the reactants needed to synthesize the given product. (1) The reactants are: NC1CC2CN(c3ccc(OC(F)(F)F)cc3)C(=O)C2C1.O=S(=O)(Cl)c1ccccc1Cl. Given the product O=C1[C@H]2CC(NS(=O)(=O)c3ccccc3Cl)C[C@H]2CN1c1ccc(OC(F)(F)F)cc1, predict the reactants needed to synthesize it. (2) Given the product C[C@@H]1CN(c2ccc(C#N)cc2C(F)(F)F)CCN1S(=O)(=O)c1cccc(-n2cncn2)c1, predict the reactants needed to synthesize it. The reactants are: C[C@@H]1CN(c2ccc(C#N)cc2C(F)(F)F)CCN1S(=O)(=O)c1cccc(F)c1.c1nc[nH]n1. (3) Given the product COc1ccc2c(c1N)CN(Cc1ccccc1)CC(=O)N2, predict the reactants needed to synthesize it. The reactants are: COc1ccc2c(c1[N+](=O)[O-])CN(Cc1ccccc1)CC(=O)N2. (4) Given the product O=C1Nc2ccc([N+](=O)[O-])c(F)c2/C1=C/c1ccc[nH]1, predict the reactants needed to synthesize it. The reactants are: O=C1Cc2c(ccc([N+](=O)[O-])c2F)N1.O=Cc1ccc[nH]1. (5) Given the product C[C@H]1CO[C@@H]2Cn3cc(C(=O)NCc4ccc(F)cc4F)c(=O)c(OCOC(=O)OCC(=O)OCc4ccccc4)c3C(=O)N12, predict the reactants needed to synthesize it. The reactants are: C[C@H]1CO[C@@H]2Cn3cc(C(=O)NCc4ccc(F)cc4F)c(=O)c(O)c3C(=O)N12.O=C(COC(=O)OCI)OCc1ccccc1. (6) Given the product O=S(=O)(NCCO)c1cc(C#Cc2cnn3c(C(F)F)cc(-c4ccc(C(F)(F)F)cc4)nc23)c(F)cc1F, predict the reactants needed to synthesize it. The reactants are: C#Cc1cnn2c(C(F)F)cc(-c3ccc(C(F)(F)F)cc3)nc12.O=S(=O)(NCCO)c1cc(Br)c(F)cc1F. (7) Given the product Cc1cc(O)c2c(=O)cc(C(=O)O)oc2c1, predict the reactants needed to synthesize it. The reactants are: COc1cc(C)cc2oc(C(=O)O)cc(=O)c12. (8) Given the product COC(=O)[C@H](CCSC)NC(=O)c1ccc(NC[C@@H]2CSCN2)cc1-c1ccccc1, predict the reactants needed to synthesize it. The reactants are: COC(=O)[C@H](CCSC)NC(=O)c1ccc(NC[C@@H]2CSCN2C(=O)OC(C)(C)C)cc1-c1ccccc1.